From a dataset of Reaction yield outcomes from USPTO patents with 853,638 reactions. Predict the reaction yield, written as a fraction of the theoretical maximum amount of product (1.0 means a 100% yield; for example, 0.34 means a 34% yield). (1) The reactants are [Br:1][CH2:2][C:3]1[C:12]2[C:7](=[C:8]([F:13])[CH:9]=[CH:10][CH:11]=2)[NH:6][C:5](=O)[CH:4]=1.O=P(Cl)(Cl)[Cl:17]. No catalyst specified. The product is [Br:1][CH2:2][C:3]1[C:12]2[C:7](=[C:8]([F:13])[CH:9]=[CH:10][CH:11]=2)[N:6]=[C:5]([Cl:17])[CH:4]=1. The yield is 0.680. (2) The reactants are [Cl:1][C:2]1[C:3]([F:30])=[C:4]([C:7]([O:28][CH3:29])=[C:8]([CH:10]([NH:12][C:13]2[N:21]=[CH:20][N:19]=[C:18]3[C:14]=2[N:15]=[CH:16][N:17]3C2CCCCO2)[CH3:11])[CH:9]=1)[CH:5]=O.C(O[BH-](OC(=O)C)OC(=O)C)(=O)C.[Na+].C(O)(=O)C.[NH:49]1[CH2:54][CH2:53][O:52][CH2:51][CH2:50]1.C([BH3-])#N.[Na+].FC(F)(F)C(O)=O.C1COCC1.Cl.O. The catalyst is C1COCC1. The product is [Cl:1][C:2]1[C:3]([F:30])=[C:4]([CH2:5][N:49]2[CH2:54][CH2:53][O:52][CH2:51][CH2:50]2)[C:7]([O:28][CH3:29])=[C:8]([CH:10]([NH:12][C:13]2[N:21]=[CH:20][N:19]=[C:18]3[C:14]=2[N:15]=[CH:16][NH:17]3)[CH3:11])[CH:9]=1. The yield is 0.350. (3) The reactants are [F:1][C:2]1[CH:34]=[CH:33][CH:32]=[CH:31][C:3]=1[CH2:4][N:5]1[C:9]([C:10]2[S:11][CH:12]=[CH:13][N:14]=2)=[N:8][C:7]([C:15]2[N:20]=[C:19]([NH2:21])[C:18]([N:22]=NC3C=CC=CC=3)=[C:17]([NH2:30])[N:16]=2)=[N:6]1.[OH-].[Na+].S(S([O-])=O)([O-])=O.[Na+].[Na+].CC#N.CO. The catalyst is CN(C=O)C. The product is [F:1][C:2]1[CH:34]=[CH:33][CH:32]=[CH:31][C:3]=1[CH2:4][N:5]1[C:9]([C:10]2[S:11][CH:12]=[CH:13][N:14]=2)=[N:8][C:7]([C:15]2[N:20]=[C:19]([NH2:21])[C:18]([NH2:22])=[C:17]([NH2:30])[N:16]=2)=[N:6]1. The yield is 0.890. (4) The reactants are [Cl:1][C:2]1[N:7]=[C:6]([CH2:8][C:9]([C:11]2[CH:12]=[C:13]([NH:17][S:18]([C:21]3[C:26]([F:27])=[CH:25][CH:24]=[CH:23][C:22]=3[F:28])(=[O:20])=[O:19])[CH:14]=[CH:15][CH:16]=2)=O)[CH:5]=[CH:4][N:3]=1.C1C(=O)N(Br)C(=O)C1.[N:37]1([C:42](=[S:44])[NH2:43])[CH2:41][CH2:40][CH2:39][CH2:38]1. The catalyst is C(Cl)Cl. The product is [Cl:1][C:2]1[N:7]=[C:6]([C:8]2[S:44][C:42]([N:37]3[CH2:41][CH2:40][CH2:39][CH2:38]3)=[N:43][C:9]=2[C:11]2[CH:12]=[C:13]([NH:17][S:18]([C:21]3[C:26]([F:27])=[CH:25][CH:24]=[CH:23][C:22]=3[F:28])(=[O:20])=[O:19])[CH:14]=[CH:15][CH:16]=2)[CH:5]=[CH:4][N:3]=1. The yield is 0.410. (5) The reactants are [CH3:1][O:2][C:3]1[CH:28]=[CH:27][C:6]([CH2:7][N:8]([C:22]2[S:23][CH:24]=[CH:25][N:26]=2)[S:9]([C:12]2[CH:13]=[CH:14][C:15]3[NH:20][CH2:19][CH2:18][O:17][C:16]=3[CH:21]=2)(=[O:11])=[O:10])=[CH:5][CH:4]=1.Br[C:30]1[CH:35]=[CH:34][CH:33]=[CH:32][C:31]=1[CH2:36][CH3:37].CC1(C)C2C(=C(P(C3C=CC=CC=3)C3C=CC=CC=3)C=CC=2)OC2C(P(C3C=CC=CC=3)C3C=CC=CC=3)=CC=CC1=2.CC(C)([O-])C.[Na+]. The catalyst is C1(C)C=CC=CC=1.O.C1C=CC(/C=C/C(/C=C/C2C=CC=CC=2)=O)=CC=1.C1C=CC(/C=C/C(/C=C/C2C=CC=CC=2)=O)=CC=1.C1C=CC(/C=C/C(/C=C/C2C=CC=CC=2)=O)=CC=1.[Pd].[Pd]. The product is [CH2:36]([C:31]1[CH:32]=[CH:33][CH:34]=[CH:35][C:30]=1[N:20]1[CH2:19][CH2:18][O:17][C:16]2[CH:21]=[C:12]([S:9]([N:8]([CH2:7][C:6]3[CH:5]=[CH:4][C:3]([O:2][CH3:1])=[CH:28][CH:27]=3)[C:22]3[S:23][CH:24]=[CH:25][N:26]=3)(=[O:11])=[O:10])[CH:13]=[CH:14][C:15]1=2)[CH3:37]. The yield is 0.330. (6) The product is [F:1][C:2]1[CH:7]=[CH:6][C:5]([C:8]2[CH:16]=[C:15]3[C:11]([CH:12]=[CH:13][N:14]3[C:22]([O:21][C:17]([CH3:20])([CH3:19])[CH3:18])=[O:23])=[CH:10][CH:9]=2)=[CH:4][CH:3]=1. The reactants are [F:1][C:2]1[CH:7]=[CH:6][C:5]([C:8]2[CH:16]=[C:15]3[C:11]([CH:12]=[CH:13][NH:14]3)=[CH:10][CH:9]=2)=[CH:4][CH:3]=1.[C:17]([O:21][C:22](O[C:22]([O:21][C:17]([CH3:20])([CH3:19])[CH3:18])=[O:23])=[O:23])([CH3:20])([CH3:19])[CH3:18]. The yield is 0.790. The catalyst is C1COCC1.CN(C1C=CN=CC=1)C.